Dataset: Full USPTO retrosynthesis dataset with 1.9M reactions from patents (1976-2016). Task: Predict the reactants needed to synthesize the given product. (1) Given the product [CH3:6][C@@H:7]1[C@H:25]([OH:26])[C@@H:24]([CH3:27])[C:22](=[O:23])[C:21]([CH3:28])([CH3:29])[C@@H:20]([OH:30])[CH2:19][C:17](=[O:18])[O:16][C@H:15](/[C:31](/[CH3:39])=[CH:32]/[C:33]2[N:37]=[C:36]([CH3:38])[S:35][CH:34]=2)[CH2:14][C@@H:12]2[O:13][C@:11]2([CH3:40])[CH2:10][CH:9]=[CH:8]1, predict the reactants needed to synthesize it. The reactants are: CC1(C)OO1.[CH3:6][C@@H:7]1[C@H:25]([OH:26])[C@@H:24]([CH3:27])[C:22](=[O:23])[C:21]([CH3:29])([CH3:28])[C@@H:20]([OH:30])[CH2:19][C:17](=[O:18])[O:16][C@H:15](/[C:31](/[CH3:39])=[CH:32]/[C:33]2[N:37]=[C:36]([CH3:38])[S:35][CH:34]=2)[CH2:14][C@@H:12]2[O:13][C@:11]2([CH3:40])[CH2:10][CH2:9][CH2:8]1. (2) Given the product [NH2:14][C:11](=[N:12][O:13][C:36](=[O:37])[C:35]1[CH:39]=[CH:40][C:32]([Cl:31])=[CH:33][CH:34]=1)[C:8]1[C:9]([CH3:10])=[C:4]([C:5]([O:19][CH3:20])=[C:6]([C:15]([CH3:17])([CH3:16])[CH3:18])[CH:7]=1)[C:3]([O:2][CH3:1])=[O:21], predict the reactants needed to synthesize it. The reactants are: [CH3:1][O:2][C:3](=[O:21])[C:4]1[C:9]([CH3:10])=[C:8]([C:11](=[NH:14])[NH:12][OH:13])[CH:7]=[C:6]([C:15]([CH3:18])([CH3:17])[CH3:16])[C:5]=1[O:19][CH3:20].C(N(C(C)C)CC)(C)C.[Cl:31][C:32]1[CH:40]=[CH:39][C:35]([C:36](Cl)=[O:37])=[CH:34][CH:33]=1. (3) Given the product [NH2:9][C:6]1[C:5]([F:12])=[C:4]([CH2:13][CH2:14][Cl:15])[CH:3]=[CH:2][C:7]=1[OH:8], predict the reactants needed to synthesize it. The reactants are: Cl[C:2]1[C:7]([OH:8])=[C:6]([N+:9]([O-])=O)[C:5]([F:12])=[C:4]([CH2:13][CH2:14][Cl:15])[CH:3]=1. (4) Given the product [F:1][C:2]1[CH:3]=[C:4]([C:30]2[C:31]([C:36]#[N:37])=[CH:32][CH:33]=[CH:34][CH:35]=2)[CH:5]=[CH:6][C:7]=1[CH2:8][C:9]1[C:10](=[O:29])[N:11]([C@H:22]2[CH2:23][CH2:24][C@H:25]([O:28][CH:49]([CH3:50])[C:48]([OH:40])([CH3:54])[CH3:53])[CH2:26][CH2:27]2)[C:12]2[N:13]([N:18]=[C:19]([CH3:21])[N:20]=2)[C:14]=1[CH2:15][CH2:16][CH3:17], predict the reactants needed to synthesize it. The reactants are: [F:1][C:2]1[CH:3]=[C:4]([C:30]2[C:31]([C:36]#[N:37])=[CH:32][CH:33]=[CH:34][CH:35]=2)[CH:5]=[CH:6][C:7]=1[CH2:8][C:9]1[C:10](=[O:29])[N:11]([C@H:22]2[CH2:27][CH2:26][C@H:25]([OH:28])[CH2:24][CH2:23]2)[C:12]2[N:13]([N:18]=[C:19]([CH3:21])[N:20]=2)[C:14]=1[CH2:15][CH2:16][CH3:17].C([O:40]C(=O)C(C)C[N+]#N)C.[C:48]1([CH3:54])[CH:53]=CC=[CH:50][CH:49]=1. (5) Given the product [CH:1]1([C:4]2[CH:13]=[C:12]3[C:7]([C:8]([NH:43][C:40]4[CH:39]=[C:38]([CH3:37])[NH:42][N:41]=4)=[N:9][C:10]([C:14]([F:23])([F:22])[C:15]4[CH:20]=[CH:19][C:18]([F:21])=[CH:17][N:16]=4)=[N:11]3)=[CH:6][CH:5]=2)[CH2:3][CH2:2]1, predict the reactants needed to synthesize it. The reactants are: [CH:1]1([C:4]2[CH:13]=[C:12]3[C:7]([C:8](SC)=[N:9][C:10]([C:14]([F:23])([F:22])[C:15]4[CH:20]=[CH:19][C:18]([F:21])=[CH:17][N:16]=4)=[N:11]3)=[CH:6][CH:5]=2)[CH2:3][CH2:2]1.ClC1C=C(C=CC=1)C(OO)=O.[CH3:37][C:38]1[NH:42][N:41]=[C:40]([NH2:43])[CH:39]=1. (6) Given the product [Cl:1][C:2]1[C:3](=[O:32])[N:4]([CH2:19][C:20]2[CH:21]=[C:22]3[C:26](=[CH:27][CH:28]=2)[NH:25][C:24](=[O:29])[CH2:23]3)[C:5]([CH3:18])=[CH:6][C:7]=1[O:8][CH2:9][C:10]1[CH:15]=[CH:14][C:13]([F:16])=[CH:12][C:11]=1[F:17], predict the reactants needed to synthesize it. The reactants are: [Cl:1][C:2]1[C:3](=[O:32])[N:4]([CH2:19][C:20]2[CH:21]=[C:22]3[C:26](=[CH:27][CH:28]=2)[NH:25][C:24](=[O:29])[C:23]3(Br)Br)[C:5]([CH3:18])=[CH:6][C:7]=1[O:8][CH2:9][C:10]1[CH:15]=[CH:14][C:13]([F:16])=[CH:12][C:11]=1[F:17]. (7) Given the product [Cl:1][C:2]1[CH:39]=[CH:38][CH:37]=[C:36]([C:40]([F:42])([F:43])[F:41])[C:3]=1[C:4]([N:6]1[C:14]2[C:9](=[CH:10][CH:11]=[C:12]([C:15]#[C:16][CH2:17][OH:18])[CH:13]=2)[C:8]([C:25]2[CH:34]=[CH:33][C:28]([C:29]([O:31][CH3:32])=[O:30])=[CH:27][C:26]=2[F:35])=[N:7]1)=[O:5], predict the reactants needed to synthesize it. The reactants are: [Cl:1][C:2]1[CH:39]=[CH:38][CH:37]=[C:36]([C:40]([F:43])([F:42])[F:41])[C:3]=1[C:4]([N:6]1[C:14]2[C:9](=[CH:10][CH:11]=[C:12]([C:15]#[C:16][CH2:17][O:18]C3CCCCO3)[CH:13]=2)[C:8]([C:25]2[CH:34]=[CH:33][C:28]([C:29]([O:31][CH3:32])=[O:30])=[CH:27][C:26]=2[F:35])=[N:7]1)=[O:5].CC1C=CC(S(O)(=O)=O)=CC=1.